From a dataset of Experimentally validated miRNA-target interactions with 360,000+ pairs, plus equal number of negative samples. Binary Classification. Given a miRNA mature sequence and a target amino acid sequence, predict their likelihood of interaction. The miRNA is hsa-miR-5088-5p with sequence CAGGGCUCAGGGAUUGGAUGGAGG. The protein sequence of the target gene is MFRLKTLPLLIFLHTQLANAFPVPEHLEEKNIKTAENYLRKFYNLPSNQFRSSRNATMVAEKLKEMQRFFSLAETGKLDAATMGIMEMPRCGVPDSGDFLLTPGSPKWTHTNLTYRIINHTPQLSRAEVKTAIEKAFHVWSVASPLTFTEILQGEADINIAFVSRDHGDNSPFDGPNGILAHAFQPGQGIGGDAHFDSEETWTQDSKNYNLFLVAAHEFGHSLGLSHSTDPGALMYPNYAYREPSTYSLPQDDINGIQTIYGPSDNPIQPTGPSTPKACDPHLRFDATTTLRGEIYFFKD.... Result: 0 (no interaction).